This data is from Peptide-MHC class I binding affinity with 185,985 pairs from IEDB/IMGT. The task is: Regression. Given a peptide amino acid sequence and an MHC pseudo amino acid sequence, predict their binding affinity value. This is MHC class I binding data. (1) The peptide sequence is EIPGSPGSY. The MHC is HLA-B58:01 with pseudo-sequence HLA-B58:01. The binding affinity (normalized) is 0.0847. (2) The peptide sequence is KRQQELLRM. The MHC is Mamu-B03 with pseudo-sequence Mamu-B03. The binding affinity (normalized) is 0.400. (3) The peptide sequence is FPYEGGKVF. The MHC is HLA-B83:01 with pseudo-sequence HLA-B83:01. The binding affinity (normalized) is 0.353. (4) The peptide sequence is LMIIPLINV. The MHC is HLA-A02:03 with pseudo-sequence HLA-A02:03. The binding affinity (normalized) is 0.974. (5) The binding affinity (normalized) is 0.0847. The peptide sequence is KSVGVERTM. The MHC is HLA-A68:02 with pseudo-sequence HLA-A68:02.